This data is from Forward reaction prediction with 1.9M reactions from USPTO patents (1976-2016). The task is: Predict the product of the given reaction. (1) Given the reactants [CH2:1]([C:3]1[CH:8]=[C:7]([O:9][CH3:10])[CH:6]=[CH:5][C:4]=1[N+:11]([O-])=O)[CH3:2].Cl.[OH-].[Na+], predict the reaction product. The product is: [CH2:1]([C:3]1[CH:8]=[C:7]([O:9][CH3:10])[CH:6]=[CH:5][C:4]=1[NH2:11])[CH3:2]. (2) The product is: [Cl:6][C:7]1[N:12]=[C:11]([NH:5][CH:1]2[CH2:4][CH2:3][CH2:2]2)[C:10]([N+:14]([O-:16])=[O:15])=[C:9]([Cl:17])[N:8]=1. Given the reactants [CH:1]1([NH2:5])[CH2:4][CH2:3][CH2:2]1.[Cl:6][C:7]1[N:12]=[C:11](Cl)[C:10]([N+:14]([O-:16])=[O:15])=[C:9]([Cl:17])[N:8]=1.CCN(C(C)C)C(C)C, predict the reaction product. (3) Given the reactants [Br:1][C:2]1[CH:3]=[CH:4][C:5]([Cl:16])=[C:6]([CH2:8][C:9]2[CH:14]=[CH:13][C:12]([OH:15])=[CH:11][CH:10]=2)[CH:7]=1.C(=O)([O-])[O-].[K+].[K+].[F:23][C:24]([F:38])([F:37])[CH2:25]OS(C1C=CC(C)=CC=1)(=O)=O, predict the reaction product. The product is: [Br:1][C:2]1[CH:3]=[CH:4][C:5]([Cl:16])=[C:6]([CH2:8][C:9]2[CH:14]=[CH:13][C:12]([O:15][CH2:25][C:24]([F:38])([F:37])[F:23])=[CH:11][CH:10]=2)[CH:7]=1. (4) Given the reactants [OH:1][C:2]1[CH:3]=[CH:4][CH:5]=[C:6]2[C:10]=1[NH:9][CH:8]=[CH:7]2.[Br:11][C:12]1[CH:13]=[C:14]([CH:22]=[CH:23][CH:24]=[O:25])[CH:15]=[C:16]([O:20][CH3:21])[C:17]=1[O:18][CH3:19].N1CC[O:29][CH2:28]C1, predict the reaction product. The product is: [Br:11][C:12]1[CH:13]=[C:14]([CH:22]2[C:3]3[C:2](=[C:10]4[NH:9][CH:8]=[CH:7][C:6]4=[CH:5][CH:4]=3)[O:1][CH:24]([OH:25])[CH2:23]2)[CH:15]=[C:16]([O:20][CH3:21])[C:17]=1[O:18][CH3:19].[CH3:28][OH:29]. (5) Given the reactants C[O:2][C:3](=O)[CH2:4][C:5](=O)[CH3:6].Br[CH2:10][C:11]([C:13]1[CH:18]=[CH:17][CH:16]=[C:15]([C:19]([F:22])([F:21])[F:20])[C:14]=1[F:23])=O.[CH:24]1([CH2:27][NH2:28])[CH2:26][CH2:25]1.[CH:29]1([NH2:35])[CH2:34][CH2:33][CH2:32][CH2:31][CH2:30]1, predict the reaction product. The product is: [CH:29]1([NH:35][C:3]([C:4]2[CH:10]=[C:11]([C:13]3[CH:18]=[CH:17][CH:16]=[C:15]([C:19]([F:22])([F:21])[F:20])[C:14]=3[F:23])[N:28]([CH2:27][CH:24]3[CH2:26][CH2:25]3)[C:5]=2[CH3:6])=[O:2])[CH2:34][CH2:33][CH2:32][CH2:31][CH2:30]1. (6) Given the reactants Cl[C:2]1[CH:7]=[C:6]2[CH2:8][O:9][C:10]3[CH:37]=[C:36]4[C:13]([CH2:14][CH2:15][C:16]5[N:20]=[C:19]([C@@H:21]6[CH2:25][C@H:24]([CH2:26][O:27][CH3:28])[CH2:23][N:22]6[C:29]([O:31][C:32]([CH3:35])([CH3:34])[CH3:33])=[O:30])[NH:18][C:17]=54)=[CH:12][C:11]=3[C:5]2=[CH:4][CH:3]=1.[B:38]1([B:38]2[O:42][C:41]([CH3:44])([CH3:43])[C:40]([CH3:46])([CH3:45])[O:39]2)[O:42][C:41]([CH3:44])([CH3:43])[C:40]([CH3:46])([CH3:45])[O:39]1.C([O-])(=O)C.[K+], predict the reaction product. The product is: [CH3:28][O:27][CH2:26][C@@H:24]1[CH2:23][N:22]([C:29]([O:31][C:32]([CH3:33])([CH3:35])[CH3:34])=[O:30])[C@H:21]([C:19]2[NH:18][C:17]3[C:36]4[C:13]([CH2:14][CH2:15][C:16]=3[N:20]=2)=[CH:12][C:11]2[C:5]3[C:6]([CH2:8][O:9][C:10]=2[CH:37]=4)=[CH:7][C:2]([B:38]2[O:42][C:41]([CH3:44])([CH3:43])[C:40]([CH3:46])([CH3:45])[O:39]2)=[CH:3][CH:4]=3)[CH2:25]1. (7) Given the reactants [NH2:1][C:2]1[C:6]2[C:7]([C:22]3[CH:27]=[CH:26][C:25]([O:28][C:29]4[CH:34]=[CH:33][CH:32]=[CH:31][CH:30]=4)=[CH:24][CH:23]=3)=[N:8][CH:9]=[C:10]([CH2:11][CH:12]3[CH2:16][CH2:15][CH2:14][N:13]3[C:17](=[O:21])[CH2:18][C:19]#[N:20])[C:5]=2[NH:4][N:3]=1.N1[CH2:40][CH2:39][CH2:38][CH2:37]C1.C1(C=O)CC1, predict the reaction product. The product is: [NH2:1][C:2]1[C:6]2[C:7]([C:22]3[CH:23]=[CH:24][C:25]([O:28][C:29]4[CH:34]=[CH:33][CH:32]=[CH:31][CH:30]=4)=[CH:26][CH:27]=3)=[N:8][CH:9]=[C:10]([CH2:11][CH:12]3[CH2:16][CH2:15][CH2:14][N:13]3[C:17]([C:18](=[CH:37][CH:38]3[CH2:40][CH2:39]3)[C:19]#[N:20])=[O:21])[C:5]=2[NH:4][N:3]=1. (8) Given the reactants [CH3:1][C:2]1([CH:6]2[CH2:11][CH:10]([OH:12])[CH2:9][CH2:8][O:7]2)[CH2:5][O:4][CH2:3]1.C1C=C[NH+]=CC=1.[O-][Cr](Cl)(=O)=O, predict the reaction product. The product is: [CH3:1][C:2]1([CH:6]2[CH2:11][C:10](=[O:12])[CH2:9][CH2:8][O:7]2)[CH2:3][O:4][CH2:5]1.